From a dataset of CYP3A4 inhibition data for predicting drug metabolism from PubChem BioAssay. Regression/Classification. Given a drug SMILES string, predict its absorption, distribution, metabolism, or excretion properties. Task type varies by dataset: regression for continuous measurements (e.g., permeability, clearance, half-life) or binary classification for categorical outcomes (e.g., BBB penetration, CYP inhibition). Dataset: cyp3a4_veith. The drug is Nc1cccc2cc(S(=O)(=O)Nc3ccc(C(=O)O)cc3)ccc12. The result is 0 (non-inhibitor).